From a dataset of Forward reaction prediction with 1.9M reactions from USPTO patents (1976-2016). Predict the product of the given reaction. Given the reactants [F:1][C:2]1[CH:3]=[C:4]2[C:8](=[CH:9][C:10]=1[C:11]1[CH:12]=[N:13][N:14]([CH3:16])[CH:15]=1)[N:7](C(OC(C)(C)C)=O)[CH2:6][CH2:5]2.Cl, predict the reaction product. The product is: [F:1][C:2]1[CH:3]=[C:4]2[C:8](=[CH:9][C:10]=1[C:11]1[CH:12]=[N:13][N:14]([CH3:16])[CH:15]=1)[NH:7][CH2:6][CH2:5]2.